Dataset: Forward reaction prediction with 1.9M reactions from USPTO patents (1976-2016). Task: Predict the product of the given reaction. (1) Given the reactants C([N:8]1[C:12]2[C:13](=[O:37])[N:14]([CH3:36])[CH:15]=[C:16]([C:17]3[CH:22]=[C:21]([S:23]([CH3:26])(=[O:25])=[O:24])[CH:20]=[CH:19][C:18]=3[O:27][C:28]3[CH:33]=[CH:32][C:31]([F:34])=[CH:30][C:29]=3[F:35])[C:11]=2[CH:10]=[C:9]1[C:38]([O:40][CH2:41][CH3:42])=[O:39])C1C=CC=CC=1.C1(OC)C=CC=CC=1.S(=O)(=O)(O)O.FC(F)(F)C(O)=O, predict the reaction product. The product is: [F:35][C:29]1[CH:30]=[C:31]([F:34])[CH:32]=[CH:33][C:28]=1[O:27][C:18]1[CH:19]=[CH:20][C:21]([S:23]([CH3:26])(=[O:24])=[O:25])=[CH:22][C:17]=1[C:16]1[C:11]2[CH:10]=[C:9]([C:38]([O:40][CH2:41][CH3:42])=[O:39])[NH:8][C:12]=2[C:13](=[O:37])[N:14]([CH3:36])[CH:15]=1. (2) Given the reactants [C:1]([C:3]1[CH:8]=[CH:7][C:6]([NH:9][C:10]2[N:15]=[C:14]([NH:16][CH2:17][CH2:18][CH3:19])[C:13]([C:20]([OH:22])=O)=[CH:12][N:11]=2)=[CH:5][CH:4]=1)#[N:2].Cl.C(N=C=NCCCN(C)C)C.O.ON1C2C=CC=CC=2N=N1.C(N(CC)C(C)C)(C)C.[NH2:55][C:56]1[CH:57]=[C:58]([NH:62][C:63](=[O:75])[C@@H:64]([N:66]([CH3:74])[C:67](=[O:73])[O:68][C:69]([CH3:72])([CH3:71])[CH3:70])[CH3:65])[CH:59]=[CH:60][CH:61]=1.C(=O)([O-])O.[Na+], predict the reaction product. The product is: [C:1]([C:3]1[CH:4]=[CH:5][C:6]([NH:9][C:10]2[N:15]=[C:14]([NH:16][CH2:17][CH2:18][CH3:19])[C:13]([C:20]([NH:55][C:56]3[CH:57]=[C:58]([NH:62][C:63](=[O:75])[C@@H:64]([N:66]([CH3:74])[C:67](=[O:73])[O:68][C:69]([CH3:70])([CH3:72])[CH3:71])[CH3:65])[CH:59]=[CH:60][CH:61]=3)=[O:22])=[CH:12][N:11]=2)=[CH:7][CH:8]=1)#[N:2]. (3) Given the reactants C[N:2]1[CH:7]2[CH2:8][CH2:9][CH:3]1[CH:4]=[C:5]([C:10]1[CH:19]=[CH:18][C:17]3[C:12](=[CH:13][CH:14]=[CH:15][CH:16]=3)[CH:11]=1)[CH2:6]2.C1(C)C=CC=CC=1.[Cl:27]C(Cl)(Cl)COC(Cl)=O.N, predict the reaction product. The product is: [ClH:27].[CH:11]1[C:12]2[C:17](=[CH:16][CH:15]=[CH:14][CH:13]=2)[CH:18]=[CH:19][C:10]=1[C:5]1[CH2:6][CH:7]2[NH:2][CH:3]([CH2:9][CH2:8]2)[CH:4]=1. (4) Given the reactants [CH2:1]([N:3]1[CH:7]=[C:6]([C:8]2[CH:13]=[CH:12][N:11]=[C:10]3[NH:14][C:15]([C:17]4[CH:22]=[CH:21][C:20]([CH2:23][N:24]5[CH2:28][CH2:27][CH2:26][CH2:25]5)=[CH:19][CH:18]=4)=[CH:16][C:9]=23)[C:5]([C:29]2[CH:35]=[CH:34][C:32]([NH2:33])=[CH:31][CH:30]=2)=[N:4]1)[CH3:2].[CH2:36]([N:38]=[C:39]=[O:40])[CH3:37], predict the reaction product. The product is: [CH2:36]([NH:38][C:39]([NH:33][C:32]1[CH:31]=[CH:30][C:29]([C:5]2[C:6]([C:8]3[CH:13]=[CH:12][N:11]=[C:10]4[NH:14][C:15]([C:17]5[CH:18]=[CH:19][C:20]([CH2:23][N:24]6[CH2:28][CH2:27][CH2:26][CH2:25]6)=[CH:21][CH:22]=5)=[CH:16][C:9]=34)=[CH:7][N:3]([CH2:1][CH3:2])[N:4]=2)=[CH:35][CH:34]=1)=[O:40])[CH3:37]. (5) Given the reactants Cl.[F:2][C:3]1[CH:8]=[CH:7][C:6]([O:9][CH2:10][CH2:11][C:12]([N:14]2[CH2:19][CH2:18][NH:17][CH2:16][CH2:15]2)=[O:13])=[CH:5][CH:4]=1.[Cl:20][C:21]1[CH:28]=[CH:27][CH:26]=[C:25](F)[C:22]=1[C:23]#[N:24].CCN(C(C)C)C(C)C, predict the reaction product. The product is: [Cl:20][C:21]1[CH:28]=[CH:27][CH:26]=[C:25]([N:17]2[CH2:16][CH2:15][N:14]([C:12](=[O:13])[CH2:11][CH2:10][O:9][C:6]3[CH:7]=[CH:8][C:3]([F:2])=[CH:4][CH:5]=3)[CH2:19][CH2:18]2)[C:22]=1[C:23]#[N:24]. (6) Given the reactants [CH3:1][S:2][C:3]1[CH:4]=[C:5]2[C:9](=[CH:10][CH:11]=1)[NH:8][CH:7]=[CH:6]2.CC(C)([O-])C.[K+].[C:18]([O:22][C:23]([N:25]1[C:30]([CH3:32])([CH3:31])[CH2:29][CH2:28]OS1(=O)=O)=[O:24])([CH3:21])([CH3:20])[CH3:19].Cl, predict the reaction product. The product is: [C:18]([O:22][C:23]([NH:25][C:30]([CH3:31])([CH3:32])[CH2:29][CH2:28][N:8]1[C:9]2[C:5](=[CH:4][C:3]([S:2][CH3:1])=[CH:11][CH:10]=2)[CH:6]=[CH:7]1)=[O:24])([CH3:21])([CH3:20])[CH3:19].